This data is from Peptide-MHC class I binding affinity with 185,985 pairs from IEDB/IMGT. The task is: Regression. Given a peptide amino acid sequence and an MHC pseudo amino acid sequence, predict their binding affinity value. This is MHC class I binding data. (1) The peptide sequence is FRLMRTNFL. The MHC is HLA-A02:03 with pseudo-sequence HLA-A02:03. The binding affinity (normalized) is 0.0847. (2) The peptide sequence is CVRLNNPVI. The MHC is HLA-A02:01 with pseudo-sequence HLA-A02:01. The binding affinity (normalized) is 0.0421. (3) The peptide sequence is ASEELMDKY. The MHC is HLA-B27:05 with pseudo-sequence HLA-B27:05. The binding affinity (normalized) is 0.0847. (4) The peptide sequence is KAFSPEVI. The MHC is HLA-B46:01 with pseudo-sequence HLA-B46:01. The binding affinity (normalized) is 0.333. (5) The peptide sequence is MVFILLPQR. The MHC is HLA-A68:01 with pseudo-sequence HLA-A68:01. The binding affinity (normalized) is 0.763. (6) The peptide sequence is AIRGQYSGFV. The MHC is HLA-A02:06 with pseudo-sequence HLA-A02:06. The binding affinity (normalized) is 0.0145. (7) The peptide sequence is MGIIYNRM. The MHC is H-2-Kb with pseudo-sequence H-2-Kb. The binding affinity (normalized) is 0.829. (8) The peptide sequence is TLMAAILAYT. The MHC is HLA-A68:02 with pseudo-sequence HLA-A68:02. The binding affinity (normalized) is 0.538. (9) The peptide sequence is YITALNHLVL. The MHC is HLA-A02:01 with pseudo-sequence HLA-A02:01. The binding affinity (normalized) is 0.479.